This data is from NCI-60 drug combinations with 297,098 pairs across 59 cell lines. The task is: Regression. Given two drug SMILES strings and cell line genomic features, predict the synergy score measuring deviation from expected non-interaction effect. (1) Drug 1: CC1=C(C=C(C=C1)NC(=O)C2=CC=C(C=C2)CN3CCN(CC3)C)NC4=NC=CC(=N4)C5=CN=CC=C5. Drug 2: C1=NC(=NC(=O)N1C2C(C(C(O2)CO)O)O)N. Cell line: RXF 393. Synergy scores: CSS=18.6, Synergy_ZIP=-2.90, Synergy_Bliss=0.0312, Synergy_Loewe=-11.8, Synergy_HSA=-2.84. (2) Drug 1: CCCS(=O)(=O)NC1=C(C(=C(C=C1)F)C(=O)C2=CNC3=C2C=C(C=N3)C4=CC=C(C=C4)Cl)F. Drug 2: C1CCC(C(C1)N)N.C(=O)(C(=O)[O-])[O-].[Pt+4]. Cell line: TK-10. Synergy scores: CSS=15.5, Synergy_ZIP=-3.64, Synergy_Bliss=3.08, Synergy_Loewe=3.29, Synergy_HSA=4.25.